Dataset: TCR-epitope binding with 47,182 pairs between 192 epitopes and 23,139 TCRs. Task: Binary Classification. Given a T-cell receptor sequence (or CDR3 region) and an epitope sequence, predict whether binding occurs between them. (1) The epitope is YVLDHLIVV. The TCR CDR3 sequence is CASSQDPQLAEGYNEQFF. Result: 0 (the TCR does not bind to the epitope). (2) The epitope is CINGVCWTV. The TCR CDR3 sequence is CASSQDRAGLYEQYF. Result: 0 (the TCR does not bind to the epitope). (3) The epitope is CTELKLSDY. The TCR CDR3 sequence is CASSLALRQESREQYF. Result: 1 (the TCR binds to the epitope).